This data is from Full USPTO retrosynthesis dataset with 1.9M reactions from patents (1976-2016). The task is: Predict the reactants needed to synthesize the given product. (1) Given the product [N:8]1([C:6]([O:5][C:1]([CH3:4])([CH3:2])[CH3:3])=[O:7])[CH2:13][CH2:12][CH:11]([C:14]([O:16][CH3:17])=[O:15])[CH2:10][CH2:9]1, predict the reactants needed to synthesize it. The reactants are: [C:1]([O:5][C:6]([N:8]1[CH2:13][CH2:12][CH:11]([C:14]([OH:16])=[O:15])[CH2:10][CH2:9]1)=[O:7])([CH3:4])([CH3:3])[CH3:2].[C:17](=O)([O-])[O-].[K+].[K+].IC. (2) Given the product [C:1]1([CH:7]([C:20]2[CH:25]=[CH:24][CH:23]=[CH:22][CH:21]=2)[CH2:8][CH2:9][NH:10][C:11]([C:12]2[CH:17]=[CH:16][C:15]([N:26]3[CH2:31][CH2:30][CH2:29][CH2:28][CH2:27]3)=[N:14][CH:13]=2)=[O:19])[CH:6]=[CH:5][CH:4]=[CH:3][CH:2]=1, predict the reactants needed to synthesize it. The reactants are: [C:1]1([CH:7]([C:20]2[CH:25]=[CH:24][CH:23]=[CH:22][CH:21]=2)[CH2:8][CH2:9][NH:10][C:11](=[O:19])[C:12]2[CH:17]=[CH:16][C:15](F)=[N:14][CH:13]=2)[CH:6]=[CH:5][CH:4]=[CH:3][CH:2]=1.[NH:26]1[CH2:31][CH2:30][CH2:29][CH2:28][CH2:27]1.[OH-].[K+].O.